Dataset: Full USPTO retrosynthesis dataset with 1.9M reactions from patents (1976-2016). Task: Predict the reactants needed to synthesize the given product. (1) Given the product [CH2:53]([C:10]1[C:9]([OH:8])=[C:14]([C:15]([OH:17])=[O:16])[C:13](=[O:25])[NH:12][C:11]=1[C:33]1[CH:41]=[C:40]2[C:36]([C:37]3[CH2:45][CH2:44][NH:43][CH2:42][C:38]=3[NH:39]2)=[CH:35][CH:34]=1)[CH3:54], predict the reactants needed to synthesize it. The reactants are: C([O:8][C:9]1[C:14]([C:15]([O:17]CC2C=CC=CC=2)=[O:16])=[C:13]([O:25]CC2C=CC=CC=2)[N:12]=[C:11]([C:33]2[CH:41]=[C:40]3[C:36]([C:37]4[CH2:45][CH2:44][N:43](C(OC(C)(C)C)=O)[CH2:42][C:38]=4[NH:39]3)=[CH:35][CH:34]=2)[C:10]=1[CH2:53][CH3:54])C1C=CC=CC=1. (2) The reactants are: [Cl:1][C:2]1[CH:9]=[CH:8][C:5]([CH:6]=[O:7])=[CH:4][CH:3]=1.[C-]#N.[K+]. Given the product [Cl:1][C:2]1[CH:9]=[CH:8][C:5]([C:6]([CH:6]([C:5]2[CH:8]=[CH:9][C:2]([Cl:1])=[CH:3][CH:4]=2)[OH:7])=[O:7])=[CH:4][CH:3]=1, predict the reactants needed to synthesize it. (3) Given the product [CH2:20]([NH:29][C:28]1[CH:30]=[CH:31][C:25]([F:24])=[CH:26][CH:27]=1)[C:19]1[CH:22]=[CH:23][CH:16]=[CH:17][CH:18]=1, predict the reactants needed to synthesize it. The reactants are: C(O[BH-](OC(=O)C)OC(=O)C)(=O)C.[Na+].F[C:16]1[CH:23]=[CH:22][C:19]([CH:20]=O)=[CH:18][CH:17]=1.[F:24][C:25]1[CH:31]=[CH:30][C:28]([NH2:29])=[CH:27][CH:26]=1. (4) The reactants are: Br[C:2]1[CH:9]=[CH:8][C:7]([O:10][CH3:11])=[CH:6][C:3]=1[C:4]#[N:5].[B:12]1([B:12]2[O:16][C:15]([CH3:18])([CH3:17])[C:14]([CH3:20])([CH3:19])[O:13]2)[O:16][C:15]([CH3:18])([CH3:17])[C:14]([CH3:20])([CH3:19])[O:13]1.C([O-])(=O)C.[K+]. Given the product [CH3:11][O:10][C:7]1[CH:8]=[CH:9][C:2]([B:12]2[O:16][C:15]([CH3:18])([CH3:17])[C:14]([CH3:20])([CH3:19])[O:13]2)=[C:3]([CH:6]=1)[C:4]#[N:5], predict the reactants needed to synthesize it. (5) Given the product [C:16]1([C:3]2[NH:2][C:10]3[C:5](=[N:6][CH:7]=[CH:8][CH:9]=3)[C:4]=2[C:11]([O:13][CH2:14][CH3:15])=[O:12])[CH:17]=[CH:18][CH:19]=[CH:20][CH:21]=1, predict the reactants needed to synthesize it. The reactants are: O[N:2]1[C:10]2[C:5](=[N:6][CH:7]=[CH:8][CH:9]=2)[C:4]([C:11]([O:13][CH2:14][CH3:15])=[O:12])=[C:3]1[C:16]1[CH:21]=[CH:20][CH:19]=[CH:18][CH:17]=1.